This data is from Full USPTO retrosynthesis dataset with 1.9M reactions from patents (1976-2016). The task is: Predict the reactants needed to synthesize the given product. (1) The reactants are: [CH3:1][C:2]1[O:6][C:5]([C:7]2[CH:12]=[CH:11][CH:10]=[CH:9][CH:8]=2)=[N:4][C:3]=1[CH2:13][O:14][C:15]1[CH:20]=[CH:19][C:18]([S:21][C:22]2[O:23][C:24]([CH2:33][CH2:34][C:35]([O:37]C)=[O:36])=[C:25]([C:27]3[CH:32]=[CH:31][CH:30]=[CH:29][CH:28]=3)[N:26]=2)=[CH:17][CH:16]=1.O.[OH-].[Li+].O1CCCC1.Cl. Given the product [CH3:1][C:2]1[O:6][C:5]([C:7]2[CH:12]=[CH:11][CH:10]=[CH:9][CH:8]=2)=[N:4][C:3]=1[CH2:13][O:14][C:15]1[CH:16]=[CH:17][C:18]([S:21][C:22]2[O:23][C:24]([CH2:33][CH2:34][C:35]([OH:37])=[O:36])=[C:25]([C:27]3[CH:28]=[CH:29][CH:30]=[CH:31][CH:32]=3)[N:26]=2)=[CH:19][CH:20]=1, predict the reactants needed to synthesize it. (2) Given the product [CH2:1]([O:8][C@@H:9]([CH3:14])[CH:10]=[O:11])[C:2]1[CH:7]=[CH:6][CH:5]=[CH:4][CH:3]=1, predict the reactants needed to synthesize it. The reactants are: [CH2:1]([O:8][C@@H:9]([CH3:14])[C:10](OC)=[O:11])[C:2]1[CH:7]=[CH:6][CH:5]=[CH:4][CH:3]=1.CC(C[AlH]CC(C)C)C. (3) Given the product [Cl:10][C:8]1[CH:9]=[C:4]([S:3][CH2:1][CH3:2])[CH:5]=[C:6]([Cl:11])[C:7]=1[CH:19]=[O:20], predict the reactants needed to synthesize it. The reactants are: [CH2:1]([S:3][C:4]1[CH:9]=[C:8]([Cl:10])[CH:7]=[C:6]([Cl:11])[CH:5]=1)[CH3:2].C([Li])CCC.CN(C)[CH:19]=[O:20]. (4) Given the product [CH3:1][S:2]([NH:5][C:6]1[C:7]([C:19]2[CH:24]=[CH:23][CH:22]=[CH:21][CH:20]=2)=[N:8][C:9]2[C:14]([C:15]=1[C:16]([NH:64][C@H:61]([C:55]1[CH:60]=[CH:59][CH:58]=[CH:57][CH:56]=1)[CH2:62][CH3:63])=[O:18])=[CH:13][CH:12]=[CH:11][CH:10]=2)(=[O:4])=[O:3], predict the reactants needed to synthesize it. The reactants are: [CH3:1][S:2]([NH:5][C:6]1[C:7]([C:19]2[CH:24]=[CH:23][CH:22]=[CH:21][CH:20]=2)=[N:8][C:9]2[C:14]([C:15]=1[C:16]([OH:18])=O)=[CH:13][CH:12]=[CH:11][CH:10]=2)(=[O:4])=[O:3].C1C=C2N=NN(O)C2=CC=1.O.CN1CCOCC1.CCN=C=NCCCN(C)C.Cl.[C:55]1([C@@H:61]([NH2:64])[CH2:62][CH3:63])[CH:60]=[CH:59][CH:58]=[CH:57][CH:56]=1. (5) Given the product [C:1]([O:5][C:6]([N:8]1[CH2:12][C@H:11]([CH2:13][N:14]([CH:15]([CH3:16])[CH3:17])[CH2:31][C:30]2[CH:33]=[CH:34][C:27]([O:26][CH3:25])=[C:28]([O:35][CH2:36][CH2:37][CH2:38][O:39][CH3:40])[CH:29]=2)[C@@H:10]([CH2:18][C:19]2[CH:20]=[CH:21][CH:22]=[CH:23][CH:24]=2)[CH2:9]1)=[O:7])([CH3:3])([CH3:4])[CH3:2], predict the reactants needed to synthesize it. The reactants are: [C:1]([O:5][C:6]([N:8]1[CH2:12][C@H:11]([CH2:13][NH:14][CH:15]([CH3:17])[CH3:16])[C@@H:10]([CH2:18][C:19]2[CH:24]=[CH:23][CH:22]=[CH:21][CH:20]=2)[CH2:9]1)=[O:7])([CH3:4])([CH3:3])[CH3:2].[CH3:25][O:26][C:27]1[CH:34]=[CH:33][C:30]([CH:31]=O)=[CH:29][C:28]=1[O:35][CH2:36][CH2:37][CH2:38][O:39][CH3:40].C(O[BH-](OC(=O)C)OC(=O)C)(=O)C.[Na+].C([O-])(O)=O.[Na+]. (6) Given the product [Br:1][C:2]1[CH:8]=[CH:7][CH:6]=[CH:5][C:3]=1[NH:4][CH:11]=[C:12]1[C:13](=[O:21])[O:14][C:15]([CH3:19])([CH3:20])[O:16][C:17]1=[O:18], predict the reactants needed to synthesize it. The reactants are: [Br:1][C:2]1[CH:8]=[CH:7][CH:6]=[CH:5][C:3]=1[NH2:4].CO[CH:11]=[C:12]1[C:17](=[O:18])[O:16][C:15]([CH3:20])([CH3:19])[O:14][C:13]1=[O:21]. (7) Given the product [F:1][C@H:2]1[C@@H:7]([NH:8][C:9](=[O:15])[O:10][C:11]([CH3:14])([CH3:13])[CH3:12])[CH2:6][CH2:5][N:4]([C:16]2[CH:17]=[CH:18][C:19]([F:28])=[C:20]3[C:25]=2[N:24]=[C:23]([CH:26]=[O:27])[CH:22]=[CH:21]3)[CH2:3]1, predict the reactants needed to synthesize it. The reactants are: [F:1][C@H:2]1[C@@H:7]([NH:8][C:9](=[O:15])[O:10][C:11]([CH3:14])([CH3:13])[CH3:12])[CH2:6][CH2:5][N:4]([C:16]2[CH:17]=[CH:18][C:19]([F:28])=[C:20]3[C:25]=2[N:24]=[C:23]([CH2:26][OH:27])[CH:22]=[CH:21]3)[CH2:3]1.CS(C)=O.C(Cl)Cl.S(=O)(=O)=O.N1C=CC=CC=1. (8) Given the product [Br:1][C:2]1[C:3]([O:13][CH3:14])=[C:4]([C:10](=[O:12])[CH3:11])[CH:5]=[C:6]([Cl:9])[C:7]=1[CH2:8][Br:15], predict the reactants needed to synthesize it. The reactants are: [Br:1][C:2]1[C:3]([O:13][CH3:14])=[C:4]([C:10](=[O:12])[CH3:11])[CH:5]=[C:6]([Cl:9])[C:7]=1[CH3:8].[Br:15]N1C(=O)CCC1=O.C(OOC(=O)C1C=CC=CC=1)(=O)C1C=CC=CC=1. (9) The reactants are: [CH2:1]([O:4][P:5]([O:11][CH2:12][C:13]1[C:21]([Cl:22])=[CH:20][CH:19]=[CH:18][C:14]=1[C:15](O)=[O:16])([O:7][CH2:8][CH:9]=[CH2:10])=[O:6])[CH:2]=[CH2:3].CN(C)C=O.C(Cl)(=O)C([Cl:31])=O. Given the product [CH2:1]([O:4][P:5]([O:11][CH2:12][C:13]1[C:21]([Cl:22])=[CH:20][CH:19]=[CH:18][C:14]=1[C:15]([Cl:31])=[O:16])([O:7][CH2:8][CH:9]=[CH2:10])=[O:6])[CH:2]=[CH2:3], predict the reactants needed to synthesize it.